From a dataset of Forward reaction prediction with 1.9M reactions from USPTO patents (1976-2016). Predict the product of the given reaction. Given the reactants [BH4-].[Na+].[Br:3][C:4]1[C:5]([O:15][CH2:16][CH3:17])=[C:6]([C:12](=[O:14])[CH3:13])[CH:7]=[C:8]([Cl:11])[C:9]=1[CH3:10], predict the reaction product. The product is: [Br:3][C:4]1[C:5]([O:15][CH2:16][CH3:17])=[C:6]([CH:12]([OH:14])[CH3:13])[CH:7]=[C:8]([Cl:11])[C:9]=1[CH3:10].